Dataset: Catalyst prediction with 721,799 reactions and 888 catalyst types from USPTO. Task: Predict which catalyst facilitates the given reaction. Reactant: [CH3:1][O:2][C:3]1[CH:14]=[CH:13][C:6]([CH2:7][NH:8][S:9]([CH3:12])(=[O:11])=[O:10])=[CH:5][CH:4]=1.[H-].[Na+].F[C:18]1[CH:25]=[CH:24][C:23]([I:26])=[CH:22][C:19]=1[C:20]#[N:21]. Product: [C:20]([C:19]1[CH:22]=[C:23]([I:26])[CH:24]=[CH:25][C:18]=1[N:8]([CH2:7][C:6]1[CH:5]=[CH:4][C:3]([O:2][CH3:1])=[CH:14][CH:13]=1)[S:9]([CH3:12])(=[O:10])=[O:11])#[N:21]. The catalyst class is: 3.